This data is from Full USPTO retrosynthesis dataset with 1.9M reactions from patents (1976-2016). The task is: Predict the reactants needed to synthesize the given product. Given the product [CH2:1]([NH:3][C:4](=[O:52])[NH:5][C:6]1[N:11]=[CH:10][C:9]([C:12]2[CH:13]=[C:14]3[C:19](=[CH:20][CH:21]=2)[N:18]([CH2:22][C@@H:23]2[CH2:27][CH2:26][N:25]([CH2:28][CH2:29][N:30]4[CH2:31][CH2:32][N:33]([CH3:36])[CH2:34][CH2:35]4)[CH2:24]2)[CH:17]=[C:16]([C:37]([OH:39])=[O:38])[C:15]3=[O:42])=[C:8]([C:43]2[S:44][CH:45]=[C:46]([C:48]([F:51])([F:49])[F:50])[N:47]=2)[CH:7]=1)[CH3:2], predict the reactants needed to synthesize it. The reactants are: [CH2:1]([NH:3][C:4](=[O:52])[NH:5][C:6]1[N:11]=[CH:10][C:9]([C:12]2[CH:13]=[C:14]3[C:19](=[CH:20][CH:21]=2)[N:18]([CH2:22][C@@H:23]2[CH2:27][CH2:26][N:25]([CH2:28][CH2:29][N:30]4[CH2:35][CH2:34][N:33]([CH3:36])[CH2:32][CH2:31]4)[CH2:24]2)[CH:17]=[C:16]([C:37]([O:39]CC)=[O:38])[C:15]3=[O:42])=[C:8]([C:43]2[S:44][CH:45]=[C:46]([C:48]([F:51])([F:50])[F:49])[N:47]=2)[CH:7]=1)[CH3:2].[OH-].[Na+].